This data is from CYP1A2 inhibition data for predicting drug metabolism from PubChem BioAssay. The task is: Regression/Classification. Given a drug SMILES string, predict its absorption, distribution, metabolism, or excretion properties. Task type varies by dataset: regression for continuous measurements (e.g., permeability, clearance, half-life) or binary classification for categorical outcomes (e.g., BBB penetration, CYP inhibition). Dataset: cyp1a2_veith. The drug is CN(c1ccc(C(=O)NCc2ccccn2)cc1)S(C)(=O)=O. The result is 0 (non-inhibitor).